Dataset: Peptide-MHC class I binding affinity with 185,985 pairs from IEDB/IMGT. Task: Regression. Given a peptide amino acid sequence and an MHC pseudo amino acid sequence, predict their binding affinity value. This is MHC class I binding data. (1) The MHC is SLA-10401 with pseudo-sequence SLA-10401. The binding affinity (normalized) is 0.280. The peptide sequence is VSALRLFNY. (2) The peptide sequence is TWKLARASF. The MHC is HLA-A24:02 with pseudo-sequence HLA-A24:02. The binding affinity (normalized) is 0.500. (3) The peptide sequence is RLASTVIYR. The MHC is HLA-A80:01 with pseudo-sequence HLA-A80:01. The binding affinity (normalized) is 0.0847.